Dataset: Catalyst prediction with 721,799 reactions and 888 catalyst types from USPTO. Task: Predict which catalyst facilitates the given reaction. (1) Reactant: Cl[C:2]1[CH:3]=[CH:4][C:5]2[N:6]=[CH:7][N:8]=[C:9]([NH:12][CH:13]3[CH2:15][CH2:14]3)[C:10]=2[N:11]=1.[Cl:16][C:17]1[C:22]([NH:23][S:24]([C:27]2[CH:32]=[CH:31][C:30]([F:33])=[CH:29][C:28]=2[F:34])(=[O:26])=[O:25])=[CH:21][C:20](B2OC(C)(C)C(C)(C)O2)=[CH:19][N:18]=1.C(=O)(O)[O-].[Na+]. Product: [Cl:16][C:17]1[C:22]([NH:23][S:24]([C:27]2[CH:32]=[CH:31][C:30]([F:33])=[CH:29][C:28]=2[F:34])(=[O:26])=[O:25])=[CH:21][C:20]([C:2]2[CH:3]=[CH:4][C:5]3[N:6]=[CH:7][N:8]=[C:9]([NH:12][CH:13]4[CH2:15][CH2:14]4)[C:10]=3[N:11]=2)=[CH:19][N:18]=1. The catalyst class is: 368. (2) Reactant: [Cl:1][C:2]1[CH:7]=[CH:6][C:5]([O:8][C:9](=[O:24])[N:10]([CH2:12][CH2:13][C@H:14]2[CH2:19][CH2:18][C@H:17](/[CH:20]=[CH:21]/[CH2:22]O)[CH2:16][CH2:15]2)[CH3:11])=[CH:4][CH:3]=1.N1C(C)=CC=CC=1C.CS([Cl:37])(=O)=O. Product: [Cl:1][C:2]1[CH:7]=[CH:6][C:5]([O:8][C:9](=[O:24])[N:10]([CH2:12][CH2:13][C@H:14]2[CH2:19][CH2:18][C@H:17](/[CH:20]=[CH:21]/[CH2:22][Cl:37])[CH2:16][CH2:15]2)[CH3:11])=[CH:4][CH:3]=1. The catalyst class is: 363. (3) Reactant: [CH3:1][Mg+].[Br-].CN(OC)[C:6]([C:8]1[CH:13]=[CH:12][N:11]=[CH:10][C:9]=1[CH3:14])=[O:7]. Product: [CH3:14][C:9]1[CH:10]=[N:11][CH:12]=[CH:13][C:8]=1[C:6](=[O:7])[CH3:1]. The catalyst class is: 1. (4) Product: [CH2:18]([O:25][C:26]1[CH:27]=[CH:28][C:29]([C:32]2[N:9]([C:10]3[CH:15]=[CH:14][C:13]([Cl:16])=[CH:12][C:11]=3[Cl:17])[N:8]=[C:2]([C:3]([O:5][CH2:6][CH3:7])=[O:4])[C:33]=2[C:34]#[N:35])=[CH:30][CH:31]=1)[C:19]1[CH:20]=[CH:21][CH:22]=[CH:23][CH:24]=1. The catalyst class is: 8. Reactant: Cl[C:2](=[N:8][NH:9][C:10]1[CH:15]=[CH:14][C:13]([Cl:16])=[CH:12][C:11]=1[Cl:17])[C:3]([O:5][CH2:6][CH3:7])=[O:4].[CH2:18]([O:25][C:26]1[CH:31]=[CH:30][C:29]([C:32](=O)[CH2:33][C:34]#[N:35])=[CH:28][CH:27]=1)[C:19]1[CH:24]=[CH:23][CH:22]=[CH:21][CH:20]=1.[O-]CC.[Na+]. (5) The catalyst class is: 2. Reactant: [NH:1]([C:28]([O:30][CH2:31][CH:32]1[C:44]2[C:39](=[CH:40][CH:41]=[CH:42][CH:43]=2)[C:38]2[C:33]1=[CH:34][CH:35]=[CH:36][CH:37]=2)=[O:29])[C@H:2](C(O)=O)[CH2:3][CH2:4][CH2:5][CH2:6][NH:7][C:8]([O:10][CH2:11][CH:12]1[C:24]2[C:19](=[CH:20][CH:21]=[CH:22][CH:23]=2)[C:18]2[C:13]1=[CH:14][CH:15]=[CH:16][CH:17]=2)=[O:9].CCN=[C:48]=[N:49][CH2:50][CH2:51][CH2:52]N(C)C.Cl.C1C=CC2N([OH:66])N=NC=2C=1.O.C(N)C#C.CCN(C(C)C)C(C)C. Product: [O:66]=[C:48]([NH:49][CH2:50][C:51]#[CH:52])[C@@H:2]([NH:1][C:28](=[O:29])[O:30][CH2:31][CH:32]1[C:33]2[CH:34]=[CH:35][CH:36]=[CH:37][C:38]=2[C:39]2[C:44]1=[CH:43][CH:42]=[CH:41][CH:40]=2)[CH2:3][CH2:4][CH2:5][CH2:6][NH:7][C:8](=[O:9])[O:10][CH2:11][CH:12]1[C:13]2[CH:14]=[CH:15][CH:16]=[CH:17][C:18]=2[C:19]2[C:24]1=[CH:23][CH:22]=[CH:21][CH:20]=2.